From a dataset of Forward reaction prediction with 1.9M reactions from USPTO patents (1976-2016). Predict the product of the given reaction. Given the reactants [CH3:1][C:2]1[CH:9]=[C:8]([CH3:10])[CH:7]=[CH:6][C:3]=1[CH:4]=O.[CH:11]([C:14]1[CH:20]=[CH:19][C:17]([NH2:18])=[CH:16][CH:15]=1)([CH3:13])[CH3:12], predict the reaction product. The product is: [CH3:1][C:2]1[CH:9]=[C:8]([CH3:10])[CH:7]=[CH:6][C:3]=1[CH2:4][NH:18][C:17]1[CH:19]=[CH:20][C:14]([CH:11]([CH3:13])[CH3:12])=[CH:15][CH:16]=1.